Dataset: hERG potassium channel inhibition data for cardiac toxicity prediction from Karim et al.. Task: Regression/Classification. Given a drug SMILES string, predict its toxicity properties. Task type varies by dataset: regression for continuous values (e.g., LD50, hERG inhibition percentage) or binary classification for toxic/non-toxic outcomes (e.g., AMES mutagenicity, cardiotoxicity, hepatotoxicity). Dataset: herg_karim. (1) The drug is CC(C)=CCn1c(N2CCC[C@@H](N)C2)nc2c1c(=O)n(Cc1nccc3ccccc13)c(=O)n2C. The result is 1 (blocker). (2) The compound is N#Cc1ccc(S(=O)(=O)NCCN2CC3CN(CCOc4c(F)cccc4F)CC(C2)O3)cc1. The result is 0 (non-blocker). (3) The molecule is CNCc1ccc(Cl)cc1Oc1ccc(F)c(Cl)c1. The result is 1 (blocker). (4) The molecule is CC(C)N(CCc1c(-c2ccccc2)nn2ccccc12)Cc1ccc(C=CC(=O)NO)cc1. The result is 1 (blocker). (5) The molecule is C1CCC(C(C[C@H]2CCCC[NH2+]2)C2CCCCC2)CC1. The result is 1 (blocker). (6) The molecule is CC(C)(C)c1cc(NC(=O)n2ccc3ncc(Oc4ncnc5c4CNC5)cc32)no1. The result is 0 (non-blocker). (7) The compound is CN(CCN1CCCCC1)C(=O)C1CCC2(CC1)OC(=O)c1ccccc12. The result is 0 (non-blocker). (8) The compound is O=C(Nc1cc2ncncc2cc1OCc1cccc(Cl)c1)Nc1cccc2ccccc12. The result is 0 (non-blocker).